From a dataset of Forward reaction prediction with 1.9M reactions from USPTO patents (1976-2016). Predict the product of the given reaction. Given the reactants Br[C:2]1[CH:3]=[C:4]([O:11][CH3:12])[C:5]([N+:8]([O-:10])=[O:9])=[N:6][CH:7]=1.[CH3:13][S-:14].[Na+].O.CCOC(C)=O, predict the reaction product. The product is: [CH3:12][O:11][C:4]1[C:5]([N+:8]([O-:10])=[O:9])=[N:6][CH:7]=[C:2]([S:14][CH3:13])[CH:3]=1.